Dataset: Full USPTO retrosynthesis dataset with 1.9M reactions from patents (1976-2016). Task: Predict the reactants needed to synthesize the given product. (1) The reactants are: CO[C:3]([C:5]1[C:6]([OH:38])=[C:7]2[C:12](=[C:13]([C:15]3[CH:16]=[N:17][C:18]([O:21][CH2:22][CH3:23])=[N:19][CH:20]=3)[N:14]=1)[N:11]([CH2:24][CH:25]1[CH2:30][CH2:29][CH2:28][CH2:27][CH2:26]1)[C:10](=[O:31])[C:9]([C:32]1[CH:37]=[CH:36][CH:35]=[CH:34][CH:33]=1)=[CH:8]2)=[O:4].[NH2:39][CH2:40][CH2:41][C:42]([OH:44])=[O:43].C[O-].[Na+]. Given the product [CH:25]1([CH2:24][N:11]2[C:12]3[C:7](=[C:6]([OH:38])[C:5]([C:3]([NH:39][CH2:40][CH2:41][C:42]([OH:44])=[O:43])=[O:4])=[N:14][C:13]=3[C:15]3[CH:16]=[N:17][C:18]([O:21][CH2:22][CH3:23])=[N:19][CH:20]=3)[CH:8]=[C:9]([C:32]3[CH:33]=[CH:34][CH:35]=[CH:36][CH:37]=3)[C:10]2=[O:31])[CH2:30][CH2:29][CH2:28][CH2:27][CH2:26]1, predict the reactants needed to synthesize it. (2) Given the product [C:18]([C:15]1[CH:14]=[CH:13][C:12]([N:8]2[CH:7]([CH3:22])[C:6]3[C:10](=[C:2]([NH:1][CH2:29][C:26]4[CH:27]=[CH:28][N:23]=[CH:24][CH:25]=4)[CH:3]=[CH:4][CH:5]=3)[C:9]2=[O:11])=[CH:17][CH:16]=1)([CH3:21])([CH3:20])[CH3:19], predict the reactants needed to synthesize it. The reactants are: [NH2:1][C:2]1[CH:3]=[CH:4][CH:5]=[C:6]2[C:10]=1[C:9](=[O:11])[N:8]([C:12]1[CH:17]=[CH:16][C:15]([C:18]([CH3:21])([CH3:20])[CH3:19])=[CH:14][CH:13]=1)[CH:7]2[CH3:22].[N:23]1[CH:28]=[CH:27][C:26]([CH:29]=O)=[CH:25][CH:24]=1.[BH-](OC(C)=O)(OC(C)=O)OC(C)=O.[Na+].Cl.C([O-])(O)=O.[Na+]. (3) Given the product [CH2:35]([N:24]([CH2:17][C:18]1[CH:23]=[CH:22][CH:21]=[CH:20][CH:19]=1)[C:25]1[N:26]=[CH:27][N:28]=[C:29]([NH:1][C:2]2[CH:3]=[C:4]([NH:9][C:10](=[O:16])[O:11][C:12]([CH3:13])([CH3:15])[CH3:14])[CH:5]=[C:6]([CH3:8])[CH:7]=2)[C:30]=1[N+:31]([O-:33])=[O:32])[C:36]1[CH:37]=[CH:38][CH:39]=[CH:40][CH:41]=1, predict the reactants needed to synthesize it. The reactants are: [NH2:1][C:2]1[CH:3]=[C:4]([NH:9][C:10](=[O:16])[O:11][C:12]([CH3:15])([CH3:14])[CH3:13])[CH:5]=[C:6]([CH3:8])[CH:7]=1.[CH2:17]([N:24]([CH2:35][C:36]1[CH:41]=[CH:40][CH:39]=[CH:38][CH:37]=1)[C:25]1[C:30]([N+:31]([O-:33])=[O:32])=[C:29](Cl)[N:28]=[CH:27][N:26]=1)[C:18]1[CH:23]=[CH:22][CH:21]=[CH:20][CH:19]=1. (4) Given the product [Br:1][CH2:2][CH2:3][O:4][C:5]1[CH:10]=[CH:9][C:8]([C:11]([C:13]2[CH:18]=[CH:17][C:16]([OH:19])=[CH:15][CH:14]=2)=[C:28]([C:30]2[CH:35]=[CH:34][CH:33]=[CH:32][CH:31]=2)[CH2:25][CH3:24])=[CH:7][C:6]=1[F:20], predict the reactants needed to synthesize it. The reactants are: [Br:1][CH2:2][CH2:3][O:4][C:5]1[CH:10]=[CH:9][C:8]([C:11]([C:13]2[CH:18]=[CH:17][C:16]([OH:19])=[CH:15][CH:14]=2)=O)=[CH:7][C:6]=1[F:20].ClC1N=C[C:25]([C:28]([C:30]2[CH:35]=[CH:34][C:33](OC3CCCCO3)=[CH:32][CH:31]=2)=O)=[CH:24]C=1. (5) Given the product [CH:10]1(/[CH:11]=[N:7]/[S@@:5]([C:2]([CH3:4])([CH3:3])[CH3:1])=[O:6])[CH2:8][CH2:9]1, predict the reactants needed to synthesize it. The reactants are: [CH3:1][C:2]([S@:5]([NH2:7])=[O:6])([CH3:4])[CH3:3].[CH2:8]1[CH:10]([CH:11](O)C#N)[CH2:9]1. (6) Given the product [Br:14][C:15]1[CH:16]=[CH:17][C:18]([C:2]([C@H:4]2[CH2:9][CH2:8][C@H:7]([C:10]([O:12][CH3:13])=[O:11])[CH2:6][CH2:5]2)=[O:3])=[N:19][CH:20]=1, predict the reactants needed to synthesize it. The reactants are: Cl[C:2]([C@H:4]1[CH2:9][CH2:8][C@H:7]([C:10]([O:12][CH3:13])=[O:11])[CH2:6][CH2:5]1)=[O:3].[Br:14][C:15]1[CH:16]=[CH:17][C:18]([Si](C)(C)C)=[N:19][CH:20]=1.